This data is from Full USPTO retrosynthesis dataset with 1.9M reactions from patents (1976-2016). The task is: Predict the reactants needed to synthesize the given product. (1) Given the product [Cl-:1].[F:12][C:9]1[CH:10]=[CH:11][C:6]([NH:5][C:3]([CH2:2][N+:13]23[CH2:20][CH2:19][CH:16]([CH2:17][CH2:18]2)[C@@H:15]([O:21][C:22]([C:24]2([C:31]4[CH:32]=[CH:33][CH:34]=[CH:35][CH:36]=4)[CH2:30][CH2:29][CH2:28][CH2:27][CH2:26][CH2:25]2)=[O:23])[CH2:14]3)=[O:4])=[N:7][CH:8]=1, predict the reactants needed to synthesize it. The reactants are: [Cl:1][CH2:2][C:3]([NH:5][C:6]1[CH:11]=[CH:10][C:9]([F:12])=[CH:8][N:7]=1)=[O:4].[N:13]12[CH2:20][CH2:19][CH:16]([CH2:17][CH2:18]1)[C@@H:15]([O:21][C:22]([C:24]1([C:31]3[CH:36]=[CH:35][CH:34]=[CH:33][CH:32]=3)[CH2:30][CH2:29][CH2:28][CH2:27][CH2:26][CH2:25]1)=[O:23])[CH2:14]2.C(OCC)C. (2) Given the product [CH2:27]([C:16]1[CH:15]=[C:14]([CH2:13][CH2:12][CH2:11][C:5]2[CH:6]=[CH:7][C:8]([CH2:9][OH:10])=[C:3]([CH2:2][OH:1])[CH:4]=2)[CH:26]=[CH:25][C:17]=1[O:18][CH2:19][C:20]([CH2:29][CH3:30])([OH:21])[CH2:35][CH3:36])[CH3:28], predict the reactants needed to synthesize it. The reactants are: [OH:1][CH2:2][C:3]1[CH:4]=[C:5]([CH2:11][CH2:12][CH2:13][C:14]2[CH:26]=[CH:25][C:17]([O:18][CH2:19][C:20](OCC)=[O:21])=[C:16]([CH2:27][CH3:28])[CH:15]=2)[CH:6]=[CH:7][C:8]=1[CH2:9][OH:10].[CH2:29]([Mg]Br)[CH3:30].[Cl-].[NH4+].[CH2:35]1COC[CH2:36]1. (3) Given the product [Br:15][C:16]1[CH:17]=[C:18]2[C:19]3([C:7]4=[N:14][CH:13]=[CH:12][CH:11]=[C:8]4[C:9]([NH2:10])=[N:32]3)[C:20]3[CH:25]=[C:24]([Cl:26])[N:23]=[C:22]([F:27])[C:21]=3[O:28][C:29]2=[CH:30][CH:31]=1, predict the reactants needed to synthesize it. The reactants are: C([Li])CCC.Br[C:7]1[N:14]=[CH:13][CH:12]=[CH:11][C:8]=1[C:9]#[N:10].[Br:15][C:16]1[CH:17]=[C:18]2[C:29](=[CH:30][CH:31]=1)[O:28][C:21]1[C:22]([F:27])=[N:23][C:24]([Cl:26])=[CH:25][C:20]=1[C:19]2=[N:32]S(C(C)(C)C)=O.[NH4+].[Cl-]. (4) Given the product [CH3:27][Si:28]([C:31]#[C:32][C:2]1[CH:3]=[C:4]([CH:17]=[CH:18][CH:19]=1)[CH2:5][CH2:6][O:7][CH2:8][CH2:9][C:10]([O:12][C:13]([CH3:16])([CH3:15])[CH3:14])=[O:11])([CH3:30])[CH3:29], predict the reactants needed to synthesize it. The reactants are: Br[C:2]1[CH:3]=[C:4]([CH:17]=[CH:18][CH:19]=1)[CH2:5][CH2:6][O:7][CH2:8][CH2:9][C:10]([O:12][C:13]([CH3:16])([CH3:15])[CH3:14])=[O:11].C(N(CC)CC)C.[CH3:27][Si:28]([C:31]#[CH:32])([CH3:30])[CH3:29].